From a dataset of Reaction yield outcomes from USPTO patents with 853,638 reactions. Predict the reaction yield, written as a fraction of the theoretical maximum amount of product (1.0 means a 100% yield; for example, 0.34 means a 34% yield). (1) The reactants are [NH2:1][C:2]1[CH:3]=[CH:4][C:5]([F:11])=[C:6]([CH:10]=1)[C:7]([OH:9])=[O:8].S(Cl)(Cl)=O.[CH3:16]O. No catalyst specified. The product is [NH2:1][C:2]1[CH:3]=[CH:4][C:5]([F:11])=[C:6]([CH:10]=1)[C:7]([O:9][CH3:16])=[O:8]. The yield is 0.818. (2) The yield is 0.500. The product is [NH2:22][C:23]1[C:28]([Cl:29])=[C:27]([N:30]2[CH2:31][CH2:32][C:33]3([NH:38][CH2:37][CH2:36][NH:35][C:34]3=[O:39])[CH2:40][CH2:41]2)[C:26]([C:10]2[CH:9]=[CH:8][C:7]([C:5]3[CH:4]=[N:3][N:2]([CH3:1])[CH:6]=3)=[CH:12][CH:11]=2)=[CH:25][N:24]=1. The catalyst is [Pd].C1(P(C2C=CC=CC=2)C2C=CC=CC=2)C=CC=CC=1.C1(P(C2C=CC=CC=2)C2C=CC=CC=2)C=CC=CC=1.C1(P(C2C=CC=CC=2)C2C=CC=CC=2)C=CC=CC=1.C1(P(C2C=CC=CC=2)C2C=CC=CC=2)C=CC=CC=1.C(#N)C. The reactants are [CH3:1][N:2]1[CH:6]=[C:5]([C:7]2[CH:12]=[CH:11][C:10](B3OC(C)(C)C(C)(C)O3)=[CH:9][CH:8]=2)[CH:4]=[N:3]1.[NH2:22][C:23]1[C:28]([Cl:29])=[C:27]([N:30]2[CH2:41][CH2:40][C:33]3([NH:38][CH2:37][CH2:36][NH:35][C:34]3=[O:39])[CH2:32][CH2:31]2)[C:26](Br)=[CH:25][N:24]=1.C(=O)([O-])[O-].[Na+].[Na+]. (3) The reactants are Cl.Cl.[NH2:3][CH2:4][C:5]1[C:6]([CH2:22][CH:23]([CH3:25])[CH3:24])=[N:7][C:8]([CH3:21])=[C:9]([C:13]=1[C:14]1[CH:19]=[CH:18][C:17]([Cl:20])=[CH:16][CH:15]=1)[C:10]([OH:12])=[O:11].C1OC1C. The catalyst is C(O)(C)C. The product is [ClH:20].[NH2:3][CH2:4][C:5]1[C:6]([CH2:22][CH:23]([CH3:25])[CH3:24])=[N:7][C:8]([CH3:21])=[C:9]([C:13]=1[C:14]1[CH:19]=[CH:18][C:17]([Cl:20])=[CH:16][CH:15]=1)[C:10]([OH:12])=[O:11]. The yield is 0.760.